From a dataset of Catalyst prediction with 721,799 reactions and 888 catalyst types from USPTO. Predict which catalyst facilitates the given reaction. (1) Reactant: [F:1][C:2]([F:49])([F:48])[C:3]1[CH:4]=[C:5]([CH:41]=[C:42]([C:44]([F:47])([F:46])[F:45])[CH:43]=1)[CH2:6][N:7]([CH2:20][C:21]1[CH:26]=[C:25]([C:27]([F:30])([F:29])[F:28])[CH:24]=[CH:23][C:22]=1[N:31]([CH2:34][CH:35]1[CH2:40][CH2:39][CH2:38][CH2:37][CH2:36]1)[CH2:32][CH3:33])[C:8]1[N:13]=[CH:12][C:11]([O:14][CH2:15][CH2:16][C:17]([OH:19])=[O:18])=[CH:10][N:9]=1.[OH-].[Na+:51]. Product: [Na+:51].[F:49][C:2]([F:1])([F:48])[C:3]1[CH:4]=[C:5]([CH:41]=[C:42]([C:44]([F:45])([F:46])[F:47])[CH:43]=1)[CH2:6][N:7]([CH2:20][C:21]1[CH:26]=[C:25]([C:27]([F:30])([F:29])[F:28])[CH:24]=[CH:23][C:22]=1[N:31]([CH2:34][CH:35]1[CH2:40][CH2:39][CH2:38][CH2:37][CH2:36]1)[CH2:32][CH3:33])[C:8]1[N:9]=[CH:10][C:11]([O:14][CH2:15][CH2:16][C:17]([O-:19])=[O:18])=[CH:12][N:13]=1. The catalyst class is: 8. (2) Reactant: C(OC(=O)[NH:7][CH2:8][C:9]1[CH:38]=[CH:37][C:12]2[N:13]([CH2:32][CH2:33][CH2:34][CH2:35][OH:36])[C:14]([CH2:16][N:17]3[C:26]4[C:21](=[CH:22][CH:23]=[CH:24][CH:25]=4)[C:20](=[O:27])[N:19]([CH:28]4[CH2:30][CH2:29]4)[C:18]3=[O:31])=[N:15][C:11]=2[CH:10]=1)(C)(C)C.C1(OC)C=CC=CC=1.C(O)(C(F)(F)F)=O.C(Cl)(=O)C. Product: [NH2:7][CH2:8][C:9]1[CH:38]=[CH:37][C:12]2[N:13]([CH2:32][CH2:33][CH2:34][CH2:35][OH:36])[C:14]([CH2:16][N:17]3[C:26]4[C:21](=[CH:22][CH:23]=[CH:24][CH:25]=4)[C:20](=[O:27])[N:19]([CH:28]4[CH2:29][CH2:30]4)[C:18]3=[O:31])=[N:15][C:11]=2[CH:10]=1. The catalyst class is: 2.